Dataset: Catalyst prediction with 721,799 reactions and 888 catalyst types from USPTO. Task: Predict which catalyst facilitates the given reaction. (1) Reactant: [Br:1][C:2]1[CH:10]=[CH:9][C:5]([C:6](Cl)=[O:7])=[CH:4][C:3]=1[CH3:11].[K].[O-:13]CCCC.[CH:18]([CH3:21])([CH3:20])[CH3:19]. Product: [Br:1][C:2]1[CH:10]=[CH:9][C:5]([C:6]([O:13][C:18]([CH3:21])([CH3:20])[CH3:19])=[O:7])=[CH:4][C:3]=1[CH3:11]. The catalyst class is: 1. (2) Reactant: Br[C:2]1[CH:3]=[C:4]([N:8]2[CH:12]([C:13]3[CH:18]=[CH:17][CH:16]=[CH:15][C:14]=3[Cl:19])[CH2:11][C:10]([C:20]([C:26]([F:29])([F:28])[F:27])([C:22]([F:25])([F:24])[F:23])[OH:21])=[N:9]2)[CH:5]=[CH:6][CH:7]=1.[C:30]([N:37]1[CH2:42][CH2:41][NH:40][CH2:39][CH2:38]1)([O:32][C:33]([CH3:36])([CH3:35])[CH3:34])=[O:31].C1C=CC(P(C2C(C3C(P(C4C=CC=CC=4)C4C=CC=CC=4)=CC=C4C=3C=CC=C4)=C3C(C=CC=C3)=CC=2)C2C=CC=CC=2)=CC=1.CC(C)([O-])C.[Na+]. Product: [Cl:19][C:14]1[CH:15]=[CH:16][CH:17]=[CH:18][C:13]=1[CH:12]1[N:8]([C:4]2[CH:5]=[CH:6][CH:7]=[C:2]([N:40]3[CH2:39][CH2:38][N:37]([C:30]([O:32][C:33]([CH3:36])([CH3:35])[CH3:34])=[O:31])[CH2:42][CH2:41]3)[CH:3]=2)[N:9]=[C:10]([C:20]([C:22]([F:23])([F:25])[F:24])([C:26]([F:28])([F:27])[F:29])[OH:21])[CH2:11]1. The catalyst class is: 187. (3) Reactant: C1(P(=[CH:20][C:21]([O:23][CH3:24])=[O:22])(C2C=CC=CC=2)C2C=CC=CC=2)C=CC=CC=1.[N:25]1[CH:30]=[CH:29][CH:28]=[N:27][C:26]=1[O:31][C:32]1[CH:33]=[C:34]([CH:37]=[CH:38][CH:39]=1)[CH:35]=O. Product: [N:25]1[CH:30]=[CH:29][CH:28]=[N:27][C:26]=1[O:31][C:32]1[CH:33]=[C:34]([CH:35]=[CH:20][C:21]([O:23][CH3:24])=[O:22])[CH:37]=[CH:38][CH:39]=1. The catalyst class is: 2. (4) Reactant: [C:1]([C:3]1[N:8]=[CH:7][C:6]([S:9]([NH:12][CH:13]([CH3:29])[C:14]([NH:16][C:17]2[CH:18]=[N:19][C:20]([CH:26]3[CH2:28][CH2:27]3)=[CH:21][C:22]=2[NH:23][CH2:24][CH3:25])=O)(=[O:11])=[O:10])=[CH:5][CH:4]=1)#[N:2]. Product: [CH:26]1([C:20]2[N:19]=[CH:18][C:17]3[N:16]=[C:14]([CH:13]([NH:12][S:9]([C:6]4[CH:7]=[N:8][C:3]([C:1]#[N:2])=[CH:4][CH:5]=4)(=[O:11])=[O:10])[CH3:29])[N:23]([CH2:24][CH3:25])[C:22]=3[CH:21]=2)[CH2:28][CH2:27]1. The catalyst class is: 36. (5) Reactant: [CH:1]12[N:8]([C:9]([C:11]3[S:12][C:13](Br)=[C:14]([C:16]4[CH:21]=[CH:20][C:19]([Cl:22])=[CH:18][CH:17]=4)[N:15]=3)=[O:10])[CH:5]([CH2:6][CH2:7]1)[CH2:4][O:3][CH2:2]2.C(O)C.[NH2:27][S:28]([C:31]1[CH:36]=[CH:35][C:34](B(O)O)=[CH:33][CH:32]=1)(=[O:30])=[O:29].C(=O)([O-])[O-].[K+].[K+]. Product: [CH:1]12[N:8]([C:9]([C:11]3[S:12][C:13]([C:34]4[CH:35]=[CH:36][C:31]([S:28]([NH2:27])(=[O:30])=[O:29])=[CH:32][CH:33]=4)=[C:14]([C:16]4[CH:21]=[CH:20][C:19]([Cl:22])=[CH:18][CH:17]=4)[N:15]=3)=[O:10])[CH:5]([CH2:6][CH2:7]1)[CH2:4][O:3][CH2:2]2. The catalyst class is: 109. (6) Reactant: [CH:1]1([C:6]2[CH:31]=[CH:30][C:9]([CH2:10][O:11][C:12]3[CH:20]=[CH:19][C:18]4[NH:17][C:16]5[CH:21]([CH2:24][C:25]([O:27]CC)=[O:26])[CH2:22][CH2:23][C:15]=5[C:14]=4[CH:13]=3)=[CH:8][C:7]=2[C:32]([F:35])([F:34])[F:33])[CH2:5][CH2:4][CH2:3][CH2:2]1.[OH-].[Li+]. Product: [CH:1]1([C:6]2[CH:31]=[CH:30][C:9]([CH2:10][O:11][C:12]3[CH:20]=[CH:19][C:18]4[NH:17][C:16]5[CH:21]([CH2:24][C:25]([OH:27])=[O:26])[CH2:22][CH2:23][C:15]=5[C:14]=4[CH:13]=3)=[CH:8][C:7]=2[C:32]([F:35])([F:33])[F:34])[CH2:5][CH2:4][CH2:3][CH2:2]1. The catalyst class is: 12.